This data is from Full USPTO retrosynthesis dataset with 1.9M reactions from patents (1976-2016). The task is: Predict the reactants needed to synthesize the given product. (1) Given the product [Br:9][CH:2]1[C:3](=[O:7])[CH2:4][CH2:5][CH2:6][C:1]1=[O:8], predict the reactants needed to synthesize it. The reactants are: [C:1]1(=[O:8])[CH2:6][CH2:5][CH2:4][C:3](=[O:7])[CH2:2]1.[Br:9]([O-])(=O)=O.[K+]. (2) Given the product [CH3:5][C:6]([C:10]1[N:11]=[CH:12][C:13]([C:16]2[N:17]=[N:18][C:19]([C:22]([F:25])([F:24])[F:23])=[CH:20][CH:21]=2)=[CH:14][CH:15]=1)([C:26]1[CH:27]=[CH:28][C:29]([C:32]2[CH:37]=[N:36][CH:35]=[C:34]([O:38][CH2:3][S:2][CH3:1])[CH:33]=2)=[CH:30][CH:31]=1)[CH:7]([CH3:9])[CH3:8], predict the reactants needed to synthesize it. The reactants are: [CH3:1][S:2][CH2:3]Cl.[CH3:5][C:6]([C:26]1[CH:31]=[CH:30][C:29]([C:32]2[CH:33]=[C:34]([OH:38])[CH:35]=[N:36][CH:37]=2)=[CH:28][CH:27]=1)([C:10]1[CH:15]=[CH:14][C:13]([C:16]2[N:17]=[N:18][C:19]([C:22]([F:25])([F:24])[F:23])=[CH:20][CH:21]=2)=[CH:12][N:11]=1)[CH:7]([CH3:9])[CH3:8].C(=O)([O-])[O-].[Cs+].[Cs+].OS([O-])(=O)=O.[Na+]. (3) Given the product [CH:5]1([C:11]2[C:12]3[CH:13]=[CH:14][C:15]([C:37]([OH:39])=[O:38])=[CH:16][C:17]=3[N:18]3[CH2:25][CH2:24][N:23]([CH2:26][C:27]4[CH:28]=[N:29][N:30]([CH3:32])[CH:31]=4)[CH2:22][C:21]4[CH:33]=[CH:34][CH:35]=[CH:36][C:20]=4[C:19]=23)[CH2:10][CH2:9][CH2:8][CH2:7][CH2:6]1, predict the reactants needed to synthesize it. The reactants are: B(Br)(Br)Br.[CH:5]1([C:11]2[C:12]3[CH:13]=[CH:14][C:15]([C:37]([O:39]C)=[O:38])=[CH:16][C:17]=3[N:18]3[CH2:25][CH2:24][N:23]([CH2:26][C:27]4[CH:28]=[N:29][N:30]([CH3:32])[CH:31]=4)[CH2:22][C:21]4[CH:33]=[CH:34][CH:35]=[CH:36][C:20]=4[C:19]=23)[CH2:10][CH2:9][CH2:8][CH2:7][CH2:6]1. (4) Given the product [F:1][C:2]1[CH:7]=[CH:6][C:5]([C:8]2[S:12][CH:11]([C:13]3[C:14]([O:30][CH3:31])=[C:15]([CH:16]=[CH:17][CH:18]=3)[O:19][CH2:70][C:67]3[CH:68]=[CH:69][C:64]([C:63]([OH:72])=[O:62])=[CH:65][CH:66]=3)[N:10]([C:32](=[O:33])[C:34]3[C:35]([F:42])=[CH:36][C:37]([F:41])=[CH:38][C:39]=3[F:40])[N:9]=2)=[CH:4][CH:3]=1, predict the reactants needed to synthesize it. The reactants are: [F:1][C:2]1[CH:7]=[CH:6][C:5]([C:8]2[S:12][CH:11]([C:13]3[CH:18]=[CH:17][CH:16]=[C:15]([O:19][Si](C(C)C)(C(C)C)C(C)C)[C:14]=3[O:30][CH3:31])[N:10]([C:32]([C:34]3[C:39]([F:40])=[CH:38][C:37]([F:41])=[CH:36][C:35]=3[F:42])=[O:33])[N:9]=2)=[CH:4][CH:3]=1.[F-].C([N+](CCCC)(CCCC)CCCC)CCC.C[O:62][C:63](=[O:72])[C:64]1[CH:69]=[CH:68][C:67]([CH2:70]Br)=[CH:66][CH:65]=1.[Li+].[OH-].